This data is from Forward reaction prediction with 1.9M reactions from USPTO patents (1976-2016). The task is: Predict the product of the given reaction. (1) Given the reactants S(=O)(=O)(O)[OH:2].N1([CH:12]2[O:16][C:15](=[O:17])[CH:14]=[C:13]2[CH:18]=[C:19]([CH3:21])[CH3:20])CCN([CH:12]2[O:16][C:15](=[O:17])[CH:14]=[C:13]2[CH:18]=[C:19]([CH3:21])[CH3:20])CC1, predict the reaction product. The product is: [OH:2][CH:12]1[O:16][C:15](=[O:17])[CH:14]=[C:13]1[CH:18]=[C:19]([CH3:21])[CH3:20]. (2) The product is: [C:9]1([CH3:10])[CH:8]=[CH:13][CH:12]=[CH:16][CH:17]=1.[NH2:1][C@@H:2]1[CH2:7][CH2:6][CH2:5][N:4]([C:8]2[C:13]([Br:14])=[CH:12][N:11]=[C:10]3[NH:15][CH:16]=[C:17]([NH:18][C:19]([CH:21]4[CH2:22][CH2:23]4)=[O:20])[C:9]=23)[CH2:3]1. Given the reactants [NH2:1][C@@H:2]1[CH2:7][CH2:6][CH2:5][N:4]([C:8]2[C:13]([Br:14])=[CH:12][N:11]=[C:10]3[NH:15][CH:16]=[C:17]([NH:18][C:19]([CH:21]4[CH2:23][CH2:22]4)=[O:20])[C:9]=23)[CH2:3]1, predict the reaction product. (3) Given the reactants [F:1][C:2]([F:12])([F:11])[O:3][C:4]1[CH:10]=[CH:9][C:7]([NH2:8])=[CH:6][CH:5]=1.[S-:13][C:14]#[N:15].[NH4+].[Br-].[Br-].[Br-].C([N+](C)(C)C)C1C=CC=CC=1.C([N+](C)(C)C)C1C=CC=CC=1.C([N+](C)(C)C)C1C=CC=CC=1.C([O-])(O)=O.[Na+], predict the reaction product. The product is: [NH2:15][C:14]1[S:13][C:9]2[CH:10]=[C:4]([O:3][C:2]([F:11])([F:12])[F:1])[CH:5]=[CH:6][C:7]=2[N:8]=1. (4) Given the reactants [Br:1]Br.[Cl:3][C:4]1[CH:5]=[C:6]([OH:10])[CH:7]=[N:8][CH:9]=1.Cl, predict the reaction product. The product is: [Br:1][C:7]1[C:6]([OH:10])=[CH:5][C:4]([Cl:3])=[CH:9][N:8]=1. (5) Given the reactants [OH:1][C:2]1[C:7]([C:8]([OH:10])=O)=[CH:6][N:5]=[C:4]([N:11]2[CH:15]=[CH:14][CH:13]=[N:12]2)[N:3]=1.CCN(CC)CC.CN(C(ON1N=NC2C=CC=NC1=2)=[N+](C)C)C.F[P-](F)(F)(F)(F)F.Cl.[NH2:48][C@H:49]([C:62]1[CH:67]=[CH:66][CH:65]=[CH:64][CH:63]=1)[C:50]1[CH:55]=[CH:54][C:53]([P:56]([CH3:61])(=[O:60])[O:57][CH2:58][CH3:59])=[CH:52][CH:51]=1, predict the reaction product. The product is: [OH:1][C:2]1[C:7]([C:8]([NH:48][C@H:49]([C:62]2[CH:63]=[CH:64][CH:65]=[CH:66][CH:67]=2)[C:50]2[CH:51]=[CH:52][C:53]([P:56]([CH3:61])(=[O:60])[O:57][CH2:58][CH3:59])=[CH:54][CH:55]=2)=[O:10])=[CH:6][N:5]=[C:4]([N:11]2[CH:15]=[CH:14][CH:13]=[N:12]2)[N:3]=1. (6) Given the reactants [CH3:1][P:2]([CH2:5][C:6]1[CH:7]=[C:8]([N:12]2[C:16](C(O)=O)=[CH:15][C:14]([CH:20]([CH3:22])[CH3:21])=[N:13]2)[CH:9]=[CH:10][CH:11]=1)([CH3:4])=[O:3].C1C=CC(P(N=[N+]=[N-])(C2C=CC=CC=2)=[O:30])=CC=1.CC[N:42]([CH2:45]C)CC.[Cl:47][C:48]1[N:53]=[C:52]([O:54][C:55]2[CH:64]=[CH:63][C:62]([NH2:65])=[C:61]3[C:56]=2[CH:57]=[CH:58][CH:59]=[N:60]3)[CH:51]=[CH:50][N:49]=1, predict the reaction product. The product is: [Cl:47][C:48]1[N:53]=[C:52]([O:54][C:55]2[CH:64]=[CH:63][C:62]([NH:65][C:45]([NH:42][C:16]3[N:12]([C:8]4[CH:9]=[CH:10][CH:11]=[C:6]([CH2:5][P:2]([CH3:1])([CH3:4])=[O:3])[CH:7]=4)[N:13]=[C:14]([CH:20]([CH3:21])[CH3:22])[CH:15]=3)=[O:30])=[C:61]3[C:56]=2[CH:57]=[CH:58][CH:59]=[N:60]3)[CH:51]=[CH:50][N:49]=1. (7) Given the reactants [F:1][C:2]1([F:24])[CH2:5][CH:4]([CH2:6][O:7][C:8]2[CH:16]=[C:15]3[C:11]([CH2:12][C:13]4([CH2:22][CH2:21][CH:20]([OH:23])[CH2:19][CH2:18]4)[C:14]3=[O:17])=[CH:10][CH:9]=2)[CH2:3]1.[CH3:25]C(C)([O-])C.[K+].CI.CCOC(C)=O, predict the reaction product. The product is: [F:1][C:2]1([F:24])[CH2:5][CH:4]([CH2:6][O:7][C:8]2[CH:16]=[C:15]3[C:11]([CH2:12][C:13]4([CH2:22][CH2:21][CH:20]([O:23][CH3:25])[CH2:19][CH2:18]4)[C:14]3=[O:17])=[CH:10][CH:9]=2)[CH2:3]1.